Dataset: Catalyst prediction with 721,799 reactions and 888 catalyst types from USPTO. Task: Predict which catalyst facilitates the given reaction. (1) Reactant: [CH3:1][O:2][C:3]1[CH:8]=[CH:7][CH:6]=[CH:5][C:4]=1[NH:9][C:10]1[CH:16]=[CH:15][C:14]([C:17]2[O:18][C:19]3[CH:25]=[CH:24][CH:23]=[CH:22][C:20]=3[N:21]=2)=[CH:13][C:11]=1[NH2:12].[CH:26](=O)[CH3:27].OOS([O-])=O.[K+].C(=O)([O-])[O-].[K+].[K+]. Product: [O:18]1[C:19]2[CH:25]=[CH:24][CH:23]=[CH:22][C:20]=2[N:21]=[C:17]1[C:14]1[CH:15]=[CH:16][C:10]2[N:9]([C:4]3[CH:5]=[CH:6][CH:7]=[CH:8][C:3]=3[O:2][CH3:1])[C:26]([CH3:27])=[N:12][C:11]=2[CH:13]=1. The catalyst class is: 9. (2) The catalyst class is: 12. Reactant: [OH:1][C:2]1[CH:10]=[C:6]([C:7]([OH:9])=[O:8])[C:5]([NH2:11])=[CH:4][CH:3]=1.Cl[C:13]([O:16]C(=O)OC(Cl)(Cl)Cl)(Cl)Cl. Product: [OH:1][C:2]1[CH:3]=[CH:4][C:5]2[NH:11][C:13](=[O:16])[O:8][C:7](=[O:9])[C:6]=2[CH:10]=1.